Task: Binary Classification. Given a miRNA mature sequence and a target amino acid sequence, predict their likelihood of interaction.. Dataset: Experimentally validated miRNA-target interactions with 360,000+ pairs, plus equal number of negative samples (1) The miRNA is hsa-miR-1247-3p with sequence CCCCGGGAACGUCGAGACUGGAGC. The protein sequence of the target gene is MNNLNDPPNWNIRPNSRADGGDGSRWNYALLVPMLGLAAFRWIWSRESQKEVEKEREAYRRRTAAFQQDLEAKYHAMISENRRAVAQLSLELEKEQNRTASYREALISQGRKLVEEKKLLEQERAQVMQEKRQVQPLRSAYLSCLQREENWQRRARLLLKEFEAVLTERQNIYCSLFLPRSKRLEIEKSLLVRASVDPVAADLEMAAGLTDIFQHDTYCGDVWNTNKRQNGRLMWLYLKYWELVVELKKFKRVEEAILEK. Result: 1 (interaction). (2) The miRNA is hsa-miR-5571-5p with sequence CAAUUCUCAAAGGAGCCUCCC. The protein sequence of the target gene is MTVFFKTLRNHWKKTTAGLCLLTWGGHWLYGKHCDNLLRRAACQEAQVFGNQLIPPNAQVKKATVFLNPAACKGKARTLFEKNAAPILHLSGMDVTIVKTDYEGQAKKLLELMENTDVIIVAGGDGTLQEVVTGVLRRTDEATFSKIPIGFIPLGETSSLSHTLFAESGNKVQHITDATLAIVKGETVPLDVLQIKGEKEQPVFAMTGLRWGSFRDAGVKVSKYWYLGPLKIKAAHFFSTLKEWPQTHQASISYTGPTERPPNEPEETPVQRPSLYRRILRRLASYWAQPQDALSQEVSP.... Result: 1 (interaction).